Dataset: Forward reaction prediction with 1.9M reactions from USPTO patents (1976-2016). Task: Predict the product of the given reaction. (1) Given the reactants Cl[C:2]1[N:7]=[C:6]([O:8][CH2:9][C:10]([F:13])([F:12])[F:11])[N:5]=[C:4]([NH:14][C:15]2[CH:27]=[CH:26][C:18]([C:19]([O:21][C:22]([CH3:25])([CH3:24])[CH3:23])=[O:20])=[CH:17][CH:16]=2)[N:3]=1.[NH2:28][CH2:29][C:30]1[CH:36]=[CH:35][C:33]([NH2:34])=[CH:32][CH:31]=1.CCN(C(C)C)C(C)C, predict the reaction product. The product is: [NH2:34][C:33]1[CH:35]=[CH:36][C:30]([CH2:29][NH:28][C:2]2[N:7]=[C:6]([O:8][CH2:9][C:10]([F:13])([F:12])[F:11])[N:5]=[C:4]([NH:14][C:15]3[CH:27]=[CH:26][C:18]([C:19]([O:21][C:22]([CH3:25])([CH3:24])[CH3:23])=[O:20])=[CH:17][CH:16]=3)[N:3]=2)=[CH:31][CH:32]=1. (2) Given the reactants [CH3:1][N:2]1[CH:6]=[C:5](B(O)O)[C:4]([C:10]([F:13])([F:12])[F:11])=[N:3]1.[Cl:14][C:15]1[CH:20]=[CH:19][C:18](I)=[CH:17][CH:16]=1.[O-]P([O-])([O-])=O.[K+].[K+].[K+], predict the reaction product. The product is: [Cl:14][C:15]1[CH:20]=[CH:19][C:18]([C:5]2[C:4]([C:10]([F:13])([F:12])[F:11])=[N:3][N:2]([CH3:1])[CH:6]=2)=[CH:17][CH:16]=1. (3) Given the reactants Cl[C:2]1[C:7]([C:8]([N:10]2[C:19]3[C:14](=[CH:15][CH:16]=[CH:17][CH:18]=3)[CH2:13][CH2:12][CH2:11]2)=[O:9])=[CH:6][C:5]([F:20])=[CH:4][N:3]=1.[Cl:21][C:22]1[CH:23]=[C:24]([OH:28])[CH:25]=[CH:26][CH:27]=1.C(=O)([O-])[O-].[K+].[K+], predict the reaction product. The product is: [Cl:21][C:22]1[CH:23]=[C:24]([CH:25]=[CH:26][CH:27]=1)[O:28][C:2]1[C:7]([C:8]([N:10]2[C:19]3[C:14](=[CH:15][CH:16]=[CH:17][CH:18]=3)[CH2:13][CH2:12][CH2:11]2)=[O:9])=[CH:6][C:5]([F:20])=[CH:4][N:3]=1. (4) Given the reactants [CH3:1][C:2]1[CH:3]=[CH:4][C:5](C2C=NC=CN=2)=[C:6]([CH:10]=1)[C:7]([OH:9])=[O:8].Br[C:18]1[CH:23]=[CH:22][C:21]([CH3:24])=[CH:20][N:19]=1, predict the reaction product. The product is: [CH3:1][C:2]1[CH:3]=[CH:4][C:5]([C:18]2[CH:23]=[CH:22][C:21]([CH3:24])=[CH:20][N:19]=2)=[C:6]([CH:10]=1)[C:7]([OH:9])=[O:8]. (5) The product is: [C:30]1([N:11]([CH:12]2[CH2:13][CH2:14][N:15]([C@@H:18]3[CH2:23][CH2:22][CH2:21][CH2:20][C@@H:19]3[C:24]3[CH:25]=[CH:26][CH:27]=[CH:28][CH:29]=3)[CH2:16][CH2:17]2)[S:8]([C:5]2[CH:6]=[CH:7][C:2]([NH:1][C:36](=[O:38])[CH3:37])=[CH:3][CH:4]=2)(=[O:10])=[O:9])[CH:31]=[CH:32][CH:33]=[CH:34][CH:35]=1. Given the reactants [NH2:1][C:2]1[CH:7]=[CH:6][C:5]([S:8]([N:11]([C:30]2[CH:35]=[CH:34][CH:33]=[CH:32][CH:31]=2)[CH:12]2[CH2:17][CH2:16][N:15]([C@@H:18]3[CH2:23][CH2:22][CH2:21][CH2:20][C@@H:19]3[C:24]3[CH:29]=[CH:28][CH:27]=[CH:26][CH:25]=3)[CH2:14][CH2:13]2)(=[O:10])=[O:9])=[CH:4][CH:3]=1.[C:36](OC(=O)C)(=[O:38])[CH3:37], predict the reaction product. (6) Given the reactants [C:1]1([S:7]([CH:10]=[CH:11][C:12]2[CH:13]=[C:14]3[C:18](=[CH:19][CH:20]=2)[NH:17][CH:16]=[C:15]3[CH2:21][C@H:22]2[CH2:26][CH2:25][CH2:24][N:23]2[CH3:27])(=[O:9])=[O:8])[CH:6]=[CH:5][CH:4]=[CH:3][CH:2]=1.CC(C)=O.CS(O)(=O)=O, predict the reaction product. The product is: [CH3:27][N:23]1[C@@H:22]([CH2:21][C:15]2[C:14]3[CH:13]=[C:12]([CH2:11][CH2:10][S:7]([C:1]4[CH:2]=[CH:3][CH:4]=[CH:5][CH:6]=4)(=[O:8])=[O:9])[CH:20]=[CH:19][C:18]=3[NH:17][CH:16]=2)[CH2:26][CH2:25][CH2:24]1.